Dataset: Full USPTO retrosynthesis dataset with 1.9M reactions from patents (1976-2016). Task: Predict the reactants needed to synthesize the given product. (1) Given the product [Cl:16][C:5]1[C:4]([N+:1]([O-:3])=[O:2])=[CH:9][N:8]=[C:7]2[CH2:10][CH2:11][CH2:12][C:6]=12, predict the reactants needed to synthesize it. The reactants are: [N+:1]([C:4]1[C:5](O)=[C:6]2[CH2:12][CH2:11][CH2:10][C:7]2=[N:8][CH:9]=1)([O-:3])=[O:2].O=P(Cl)(Cl)[Cl:16]. (2) Given the product [CH2:2]([O:27][C:26]1[CH:25]=[C:19]([CH:18]=[C:17]([O:28][CH2:29][CH3:30])[C:16]=1[Br:15])[C:20]([O:22][CH2:23][CH3:24])=[O:21])[C:3]1[CH:8]=[CH:7][CH:6]=[CH:5][CH:4]=1, predict the reactants needed to synthesize it. The reactants are: Br[CH2:2][C:3]1[CH:8]=[CH:7][CH:6]=[CH:5][CH:4]=1.C(=O)([O-])[O-].[K+].[K+].[Br:15][C:16]1[C:26]([OH:27])=[CH:25][C:19]([C:20]([O:22][CH2:23][CH3:24])=[O:21])=[CH:18][C:17]=1[O:28][CH2:29][CH3:30].CN(C=O)C. (3) Given the product [CH3:1][C:2]([CH3:12])([CH2:6][CH2:7][CH2:8][CH2:9][CH2:10][CH3:11])[C:3]([Cl:16])=[O:4], predict the reactants needed to synthesize it. The reactants are: [CH3:1][C:2]([CH3:12])([CH2:6][CH2:7][CH2:8][CH2:9][CH2:10][CH3:11])[C:3](O)=[O:4].C(Cl)(=O)C([Cl:16])=O. (4) Given the product [CH3:29][O:30][CH2:31][CH2:32][C:33]([NH:25][C@H:22]1[CH2:21][CH2:20][C@H:19]([CH2:18][CH2:17][N:14]2[CH2:13][CH2:12][N:11]([C:9]3[C:8]4[CH:26]=[CH:27][O:28][C:7]=4[CH:6]=[C:5]([CH3:4])[N:10]=3)[CH2:16][CH2:15]2)[CH2:24][CH2:23]1)=[O:34], predict the reactants needed to synthesize it. The reactants are: Cl.Cl.Cl.[CH3:4][C:5]1[N:10]=[C:9]([N:11]2[CH2:16][CH2:15][N:14]([CH2:17][CH2:18][C@H:19]3[CH2:24][CH2:23][C@H:22]([NH2:25])[CH2:21][CH2:20]3)[CH2:13][CH2:12]2)[C:8]2[CH:26]=[CH:27][O:28][C:7]=2[CH:6]=1.[CH3:29][O:30][CH2:31][CH2:32][C:33](O)=[O:34]. (5) Given the product [Cl:1][C:2]1[CH:3]=[C:4]([NH:8][C:9]([N:11]2[CH2:16][CH2:15][C:14]3[NH:17][N:18]=[C:19]([C:20]([N:25]([CH:26]([CH3:28])[CH3:27])[O:24][CH3:23])=[O:22])[C:13]=3[CH2:12]2)=[O:10])[CH:5]=[CH:6][CH:7]=1, predict the reactants needed to synthesize it. The reactants are: [Cl:1][C:2]1[CH:3]=[C:4]([NH:8][C:9]([N:11]2[CH2:16][CH2:15][C:14]3[NH:17][N:18]=[C:19]([C:20]([OH:22])=O)[C:13]=3[CH2:12]2)=[O:10])[CH:5]=[CH:6][CH:7]=1.[CH3:23][O:24][NH:25][CH:26]([CH3:28])[CH3:27].CCN(C(C)C)C(C)C.CN(C(ON1N=NC2C=CC=NC1=2)=[N+](C)C)C.F[P-](F)(F)(F)(F)F.